Dataset: Full USPTO retrosynthesis dataset with 1.9M reactions from patents (1976-2016). Task: Predict the reactants needed to synthesize the given product. (1) Given the product [NH2:20][C:18]1[N:19]=[C:14]([NH:13][C:9]2[CH:8]=[C:7]([NH:28][C:33]3[CH:32]=[CH:17][CH:16]=[CH:15][CH:14]=3)[N:12]=[CH:11][N:10]=2)[CH:15]=[CH:16][CH:17]=1, predict the reactants needed to synthesize it. The reactants are: COC1C=C(C=CC=1)O[C:7]1[N:12]=[CH:11][N:10]=[C:9]([NH:13][C:14]2[N:19]=[C:18]([NH:20]C(=O)C=C)[CH:17]=[CH:16][CH:15]=2)[CH:8]=1.[NH:28]1[CH2:33][CH2:32]OCC1.O.[Cl-].[Na+].O. (2) Given the product [OH:26][CH:23]([CH2:24][OH:25])[CH2:22][N:21]1[C:1]([C:2]2[CH:7]=[CH:6][CH:5]=[CH:4][CH:3]=2)=[C:9]2[C:14]([N:13]([CH3:17])[C:12](=[O:18])[N:11]([CH3:19])[C:10]2=[O:20])=[CH:15]1, predict the reactants needed to synthesize it. The reactants are: [C:1]([C:9]1[C:10](=[O:20])[N:11]([CH3:19])[C:12](=[O:18])[N:13]([CH3:17])[C:14]=1[CH2:15]Br)(=O)[C:2]1[CH:7]=[CH:6][CH:5]=[CH:4][CH:3]=1.[NH2:21][CH2:22][CH:23]([OH:26])[CH2:24][OH:25]. (3) Given the product [N+:22]([C:12]1[CH:13]=[C:14]([CH:20]=[CH:21][C:11]=1[N:3]1[CH2:8][CH2:7][S:6][CH2:5][C:4]1=[O:9])[C:15]([O:17][CH2:18][CH3:19])=[O:16])([O-:24])=[O:23], predict the reactants needed to synthesize it. The reactants are: [H-].[Na+].[NH:3]1[CH2:8][CH2:7][S:6][CH2:5][C:4]1=[O:9].F[C:11]1[CH:21]=[CH:20][C:14]([C:15]([O:17][CH2:18][CH3:19])=[O:16])=[CH:13][C:12]=1[N+:22]([O-:24])=[O:23]. (4) Given the product [CH:1]1[C:10]2[C:5](=[CH:6][C:7]([C:11]3[N:12]=[N:13][NH:14][C:15]=3[CH:16]([CH2:29][C:30]3[CH:31]=[CH:32][CH:33]=[CH:34][CH:35]=3)[CH2:17][NH2:18])=[CH:8][CH:9]=2)[CH:4]=[CH:3][N:2]=1, predict the reactants needed to synthesize it. The reactants are: [CH:1]1[C:10]2[C:5](=[CH:6][C:7]([C:11]3[N:12]=[N:13][NH:14][C:15]=3[CH:16]([CH2:29][C:30]3[CH:35]=[CH:34][CH:33]=[CH:32][CH:31]=3)[CH2:17][N:18]3C(=O)C4C=CC=CC=4C3=O)=[CH:8][CH:9]=2)[CH:4]=[CH:3][N:2]=1.C(C1C=C2C(=CC=1)C=NC=C2)#C.C(O)(C)(C)C.O=C1O[C@H]([C@H](CO)O)C(O)=C1O. (5) Given the product [C:1]([Si:5]([CH3:14])([CH3:13])[O:6][CH2:7][CH2:8][CH2:9][CH2:10][CH:11]=[O:12])([CH3:4])([CH3:3])[CH3:2], predict the reactants needed to synthesize it. The reactants are: [C:1]([Si:5]([CH3:14])([CH3:13])[O:6][CH2:7][CH2:8][CH2:9][CH2:10][CH2:11][OH:12])([CH3:4])([CH3:3])[CH3:2].[Br-].[K+].Cl[O-].[Na+].C(=O)([O-])[O-].[K+].[K+]. (6) Given the product [OH2:3].[C:6]([O-:9])(=[O:8])[CH3:7].[Cu+2:5].[C:1]([O-:4])(=[O:3])[CH3:2], predict the reactants needed to synthesize it. The reactants are: [C:1]([O-:4])(=[O:3])[CH3:2].[Cu+2:5].[C:6]([O-:9])(=[O:8])[CH3:7].[Cu]. (7) Given the product [Cl:18][C:19]1[S:23][C:22]([S:24]([NH:27][C:28]([CH:30]2[CH2:35][CH2:34][N:33]([C:2]3[C:12]([C:13]#[N:14])=[CH:11][C:5]([C:6]([O:8][CH2:9][CH3:10])=[O:7])=[C:4]([CH2:15][CH3:16])[N:3]=3)[CH2:32][CH2:31]2)=[O:29])(=[O:25])=[O:26])=[CH:21][CH:20]=1, predict the reactants needed to synthesize it. The reactants are: Cl[C:2]1[C:12]([C:13]#[N:14])=[CH:11][C:5]([C:6]([O:8][CH2:9][CH3:10])=[O:7])=[C:4]([CH2:15][CH3:16])[N:3]=1.Cl.[Cl:18][C:19]1[S:23][C:22]([S:24]([NH:27][C:28]([CH:30]2[CH2:35][CH2:34][NH:33][CH2:32][CH2:31]2)=[O:29])(=[O:26])=[O:25])=[CH:21][CH:20]=1.CCN(C(C)C)C(C)C.